This data is from Peptide-MHC class I binding affinity with 185,985 pairs from IEDB/IMGT. The task is: Regression. Given a peptide amino acid sequence and an MHC pseudo amino acid sequence, predict their binding affinity value. This is MHC class I binding data. (1) The peptide sequence is MPFAWQFGF. The MHC is HLA-C04:01 with pseudo-sequence HLA-C04:01. The binding affinity (normalized) is 0.213. (2) The peptide sequence is DTNLITCNDH. The MHC is HLA-A11:01 with pseudo-sequence HLA-A11:01. The binding affinity (normalized) is 0. (3) The peptide sequence is ETTEANAGQ. The MHC is HLA-B15:01 with pseudo-sequence HLA-B15:01. The binding affinity (normalized) is 0.0847. (4) The peptide sequence is GMMRWCMPV. The MHC is HLA-A32:07 with pseudo-sequence HLA-A32:07. The binding affinity (normalized) is 0.834. (5) The peptide sequence is AYIDNYNKV. The MHC is Mamu-A07 with pseudo-sequence Mamu-A07. The binding affinity (normalized) is 0. (6) The peptide sequence is CSKHMDARY. The MHC is HLA-A31:01 with pseudo-sequence HLA-A31:01. The binding affinity (normalized) is 0.00940.